From a dataset of Peptide-MHC class II binding affinity with 134,281 pairs from IEDB. Regression. Given a peptide amino acid sequence and an MHC pseudo amino acid sequence, predict their binding affinity value. This is MHC class II binding data. (1) The binding affinity (normalized) is 0.939. The MHC is H-2-IAd with pseudo-sequence H-2-IAd. The peptide sequence is TLWQRPLVTIKIGGQLREAL. (2) The peptide sequence is CKDIKLSDISLKLTS. The MHC is DRB1_0401 with pseudo-sequence DRB1_0401. The binding affinity (normalized) is 0.483. (3) The peptide sequence is ERFAVNPGLLETSEGCR. The binding affinity (normalized) is 0.414. The MHC is DRB1_0901 with pseudo-sequence DRB1_0901.